This data is from Catalyst prediction with 721,799 reactions and 888 catalyst types from USPTO. The task is: Predict which catalyst facilitates the given reaction. (1) Reactant: C(=O)(O)[O-].[Na+].Cl[C:7]([O:9][CH2:10][C:11]1[CH:16]=[CH:15][CH:14]=[CH:13][CH:12]=1)=[O:8].[CH3:17][O:18][C:19]1[CH:20]=[N:21][CH:22]=[CH:23][C:24]=1[C:25]1[CH:31]=[CH:30][C:28]([NH2:29])=[C:27]([O:32][CH:33]([CH3:35])[CH3:34])[CH:26]=1.C(OCC)(=O)C. Product: [CH3:17][O:18][C:19]1[CH:20]=[N:21][CH:22]=[CH:23][C:24]=1[C:25]1[CH:31]=[CH:30][C:28]([NH:29][C:7](=[O:8])[O:9][CH2:10][C:11]2[CH:16]=[CH:15][CH:14]=[CH:13][CH:12]=2)=[C:27]([O:32][CH:33]([CH3:35])[CH3:34])[CH:26]=1. The catalyst class is: 20. (2) Reactant: C(=O)(O)O.[NH2:5][C:6]([NH2:8])=[NH:7].[C:9]1([P:15](=[O:18])([OH:17])[OH:16])[CH:14]=[CH:13][CH:12]=[CH:11][CH:10]=1. The catalyst class is: 6. Product: [C:9]1([P:15](=[O:16])([OH:18])[OH:17])[CH:14]=[CH:13][CH:12]=[CH:11][CH:10]=1.[NH2:7][C:6]([NH2:8])=[NH:5].[NH2:7][C:6]([NH2:8])=[NH:5]. (3) Reactant: [CH:1]1([OH:5])[CH2:4][CH2:3][CH2:2]1.[H-].[Na+].[F:8][C:9]([F:37])([F:36])[C:10]1[CH:11]=[C:12]([CH:33]=[CH:34][CH:35]=1)[CH2:13][NH:14][C:15](=[O:32])[C:16]1[CH:21]=[CH:20][N:19]=[C:18]([C:22]2[CH:27]=[C:26](F)[CH:25]=[CH:24][C:23]=2[N+:29]([O-:31])=[O:30])[CH:17]=1. Product: [CH:1]1([O:5][C:26]2[CH:25]=[CH:24][C:23]([N+:29]([O-:31])=[O:30])=[C:22]([C:18]3[CH:17]=[C:16]([CH:21]=[CH:20][N:19]=3)[C:15]([NH:14][CH2:13][C:12]3[CH:33]=[CH:34][CH:35]=[C:10]([C:9]([F:8])([F:36])[F:37])[CH:11]=3)=[O:32])[CH:27]=2)[CH2:4][CH2:3][CH2:2]1. The catalyst class is: 3. (4) Product: [C:1]([O:5][C:6]([N:8]1[CH2:13][C@H:12]([OH:11])[C@H:10]2[NH:16][CH2:15][CH2:14][C@@H:9]12)=[O:7])([CH3:4])([CH3:3])[CH3:2]. Reactant: [C:1]([O:5][C:6]([N:8]1[CH2:13][CH:12]2[CH:10]([O:11]2)[C@H:9]1[CH2:14][CH2:15][NH:16]C(OCC1C=CC=CC=1)=O)=[O:7])([CH3:4])([CH3:3])[CH3:2]. The catalyst class is: 29. (5) Reactant: C(OC([N:8]1[CH2:12][CH2:11][CH2:10][C@@H:9]1[CH2:13][O:14][C:15]1[CH:20]=[CH:19][C:18]([C:21](=[O:29])[CH2:22][C:23]2[CH:28]=[CH:27][CH:26]=[CH:25][CH:24]=2)=[CH:17][CH:16]=1)=O)(C)(C)C.Cl. Product: [C:23]1([CH2:22][C:21]([C:18]2[CH:19]=[CH:20][C:15]([O:14][CH2:13][C@H:9]3[CH2:10][CH2:11][CH2:12][NH:8]3)=[CH:16][CH:17]=2)=[O:29])[CH:28]=[CH:27][CH:26]=[CH:25][CH:24]=1. The catalyst class is: 12.